From a dataset of Catalyst prediction with 721,799 reactions and 888 catalyst types from USPTO. Predict which catalyst facilitates the given reaction. (1) Reactant: [NH:1]1[C:12]2[C:4](=[CH:5][CH:6]=[C:7]3[C:11]=2[CH:10]=[CH:9][NH:8]3)[CH:3]=[C:2]1[C:13]([O:15]C)=[O:14].C[Si](C)(C)[O-].[K+]. Product: [NH:1]1[C:12]2[C:4](=[CH:5][CH:6]=[C:7]3[C:11]=2[CH:10]=[CH:9][NH:8]3)[CH:3]=[C:2]1[C:13]([OH:15])=[O:14]. The catalyst class is: 7. (2) Product: [Cl:29][C:26]1[CH:25]=[CH:24][C:23]([C:20]2[CH:19]=[CH:18][C:17]([NH:16][C:15](=[O:30])/[CH:14]=[CH:13]/[C:10]3[CH:11]=[CH:12][C:7]([CH2:6][N:32]([CH3:31])[CH:33]4[CH2:38][CH2:37][CH:36]([CH3:39])[CH2:35][CH2:34]4)=[CH:8][CH:9]=3)=[CH:22][CH:21]=2)=[CH:28][CH:27]=1. Reactant: CS(O[CH2:6][C:7]1[CH:12]=[CH:11][C:10](/[CH:13]=[CH:14]/[C:15](=[O:30])[NH:16][C:17]2[CH:22]=[CH:21][C:20]([C:23]3[CH:28]=[CH:27][C:26]([Cl:29])=[CH:25][CH:24]=3)=[CH:19][CH:18]=2)=[CH:9][CH:8]=1)(=O)=O.[CH3:31][NH:32][CH:33]1[CH2:38][CH2:37][CH:36]([CH3:39])[CH2:35][CH2:34]1.C(N(CC)CC)C. The catalyst class is: 4.